From a dataset of NCI-60 drug combinations with 297,098 pairs across 59 cell lines. Regression. Given two drug SMILES strings and cell line genomic features, predict the synergy score measuring deviation from expected non-interaction effect. (1) Drug 1: C1CN(CCN1C(=O)CCBr)C(=O)CCBr. Drug 2: N.N.Cl[Pt+2]Cl. Cell line: RXF 393. Synergy scores: CSS=28.4, Synergy_ZIP=-1.25, Synergy_Bliss=-4.30, Synergy_Loewe=-26.3, Synergy_HSA=-5.50. (2) Drug 1: CC12CCC3C(C1CCC2=O)CC(=C)C4=CC(=O)C=CC34C. Drug 2: CN1C2=C(C=C(C=C2)N(CCCl)CCCl)N=C1CCCC(=O)O.Cl. Cell line: K-562. Synergy scores: CSS=63.0, Synergy_ZIP=1.79, Synergy_Bliss=-0.383, Synergy_Loewe=-10.7, Synergy_HSA=-2.03.